This data is from Forward reaction prediction with 1.9M reactions from USPTO patents (1976-2016). The task is: Predict the product of the given reaction. Given the reactants [F:1][C:2]1[CH:21]=[CH:20][CH:19]=[CH:18][C:3]=1[CH2:4][N:5]1[C:9]2=[N:10][CH:11]=[CH:12][CH:13]=[C:8]2[C:7]([C:14](=[N:16]O)[NH2:15])=[N:6]1.C1N=CN([C:27](N2C=NC=C2)=[S:28])C=1.[OH2:34], predict the reaction product. The product is: [F:1][C:2]1[CH:21]=[CH:20][CH:19]=[CH:18][C:3]=1[CH2:4][N:5]1[C:9]2=[N:10][CH:11]=[CH:12][CH:13]=[C:8]2[C:7]([C:14]2[NH:15][C:27](=[O:34])[S:28][N:16]=2)=[N:6]1.